Dataset: Full USPTO retrosynthesis dataset with 1.9M reactions from patents (1976-2016). Task: Predict the reactants needed to synthesize the given product. (1) Given the product [I:1][C:2]1[C:6]2[C:7]([O:11][CH3:12])=[N:8][CH:9]=[CH:10][C:5]=2[N:4]([CH:26]([CH2:30][CH3:31])[CH2:27][O:28][CH3:29])[CH:3]=1, predict the reactants needed to synthesize it. The reactants are: [I:1][C:2]1[C:6]2[C:7]([O:11][CH3:12])=[N:8][CH:9]=[CH:10][C:5]=2[NH:4][CH:3]=1.[H-].[Na+].CC1C=CC(S(O[CH:26]([CH2:30][CH3:31])[CH2:27][O:28][CH3:29])(=O)=O)=CC=1. (2) Given the product [CH2:1]([O:8][C:9]([N:11]1[CH2:16][CH2:15][CH:14]([N:17]([C:18]([O:20][C:21]([CH3:22])([CH3:23])[CH3:24])=[O:19])[CH3:36])[CH:13]([O:25][Si:26]([C:29]([CH3:32])([CH3:31])[CH3:30])([CH3:28])[CH3:27])[CH2:12]1)=[O:10])[C:2]1[CH:3]=[CH:4][CH:5]=[CH:6][CH:7]=1, predict the reactants needed to synthesize it. The reactants are: [CH2:1]([O:8][C:9]([N:11]1[CH2:16][CH2:15][CH:14]([NH:17][C:18]([O:20][C:21]([CH3:24])([CH3:23])[CH3:22])=[O:19])[CH:13]([O:25][Si:26]([C:29]([CH3:32])([CH3:31])[CH3:30])([CH3:28])[CH3:27])[CH2:12]1)=[O:10])[C:2]1[CH:7]=[CH:6][CH:5]=[CH:4][CH:3]=1.[H-].[Na+].I[CH3:36]. (3) The reactants are: [F:1][C:2]1[CH:7]=[C:6]([F:8])[CH:5]=[CH:4][C:3]=1[N:9]1[C:18]2[C:13](=[CH:14][CH:15]=[C:16]([C:19]3[C:20]([CH3:25])=[N:21][O:22][C:23]=3[CH3:24])[N:17]=2)[C:12](=[O:26])[CH:11]=[C:10]1[CH2:27]O.C1CCN2C(=NCCC2)CC1.C1C=CC(P([N:54]=[N+:55]=[N-:56])(C2C=CC=CC=2)=O)=CC=1. Given the product [N:54]([CH2:27][C:10]1[N:9]([C:3]2[CH:4]=[CH:5][C:6]([F:8])=[CH:7][C:2]=2[F:1])[C:18]2[C:13]([C:12](=[O:26])[CH:11]=1)=[CH:14][CH:15]=[C:16]([C:19]1[C:20]([CH3:25])=[N:21][O:22][C:23]=1[CH3:24])[N:17]=2)=[N+:55]=[N-:56], predict the reactants needed to synthesize it. (4) Given the product [CH3:1][O:2][C:3]1[CH:4]=[CH:5][C:6]([C:9]2[S:13][C:12]3[CH:15]=[C:16]([O:19][C:20](=[O:26])[N:21]([CH2:22][CH3:23])[CH2:24][CH3:25])[CH:17]=[CH:18][C:11]=3[C:10]=2[O:27][C:28]2[CH:29]=[CH:30][C:31]([O:34][CH2:35][CH2:36][N:37]3[CH2:42][CH2:41][CH2:40][CH2:39][CH2:38]3)=[CH:32][CH:33]=2)=[CH:7][CH:8]=1, predict the reactants needed to synthesize it. The reactants are: [CH3:1][O:2][C:3]1[CH:8]=[CH:7][C:6]([C:9]2[S:13](=O)[C:12]3[CH:15]=[C:16]([O:19][C:20](=[O:26])[N:21]([CH2:24][CH3:25])[CH2:22][CH3:23])[CH:17]=[CH:18][C:11]=3[C:10]=2[O:27][C:28]2[CH:33]=[CH:32][C:31]([O:34][CH2:35][CH2:36][N:37]3[CH2:42][CH2:41][CH2:40][CH2:39][CH2:38]3)=[CH:30][CH:29]=2)=[CH:5][CH:4]=1.Cl.C([O-])(O)=O.[Na+].C(Cl)Cl. (5) Given the product [CH3:4][NH:5][CH2:6][CH:7]([C:20]1[CH:25]=[CH:24][CH:23]=[CH:22][CH:21]=1)[CH:8]([C:9]1[C:18]2[C:13](=[CH:14][CH:15]=[CH:16][CH:17]=2)[CH:12]=[CH:11][CH:10]=1)[OH:19], predict the reactants needed to synthesize it. The reactants are: C(O[C:4](=O)[NH:5][CH2:6][CH:7]([C:20]1[CH:25]=[CH:24][CH:23]=[CH:22][CH:21]=1)[CH:8]([OH:19])[C:9]1[C:18]2[C:13](=[CH:14][CH:15]=[CH:16][CH:17]=2)[CH:12]=[CH:11][CH:10]=1)C.[H-].[H-].[H-].[H-].[Li+].[Al+3]. (6) Given the product [CH:1]1([C:6]2([CH2:14][O:15][C:16]3[CH:21]=[CH:20][C:19]([C:22]([CH3:25])([CH3:26])[C:23]#[N:24])=[C:18]([F:27])[CH:17]=3)[CH2:11][C:10]([OH:12])=[C:9]([CH2:38][C:36]3[N:37]=[C:32]4[N:31]=[CH:30][C:29]([CH3:28])=[CH:34][N:33]4[N:35]=3)[C:8](=[O:13])[O:7]2)[CH2:2][CH2:3][CH2:4][CH2:5]1, predict the reactants needed to synthesize it. The reactants are: [CH:1]1([C:6]2([CH2:14][O:15][C:16]3[CH:21]=[CH:20][C:19]([C:22]([CH3:26])([CH3:25])[C:23]#[N:24])=[C:18]([F:27])[CH:17]=3)[CH2:11][C:10](=[O:12])[CH2:9][C:8](=[O:13])[O:7]2)[CH2:5][CH2:4][CH2:3][CH2:2]1.[CH3:28][C:29]1[CH:30]=[N:31][C:32]2[N:33]([N:35]=[C:36]([CH:38]=O)[N:37]=2)[CH:34]=1. (7) Given the product [CH:21]([C@@H:24]1[CH2:28][C@@H:27]([C@@H:29]([N:1]=[N+:2]=[N-:3])[CH2:30][C@H:31]([C:35]([N:37]2[C@@H:41]([CH2:42][C:43]3[CH:48]=[CH:47][CH:46]=[CH:45][CH:44]=3)[CH2:40][O:39][C:38]2=[O:49])=[O:36])[CH:32]([CH3:34])[CH3:33])[O:26][C:25]1=[O:51])([CH3:22])[CH3:23], predict the reactants needed to synthesize it. The reactants are: [N-:1]=[N+:2]=[N-:3].C([N+](CCCC)(CCCC)CCCC)CCC.[CH:21]([C@@H:24]1[CH2:28][C@@H:27]([C@H:29](Br)[CH2:30][C@H:31]([C:35]([N:37]2[C@@H:41]([CH2:42][C:43]3[CH:48]=[CH:47][CH:46]=[CH:45][CH:44]=3)[CH2:40][O:39][C:38]2=[O:49])=[O:36])[CH:32]([CH3:34])[CH3:33])[O:26][C:25]1=[O:51])([CH3:23])[CH3:22].[N-]=[N+]=[N-].